From a dataset of Catalyst prediction with 721,799 reactions and 888 catalyst types from USPTO. Predict which catalyst facilitates the given reaction. (1) Reactant: Cl[CH2:2][CH2:3][NH:4][S:5]([CH3:8])(=[O:7])=[O:6].[NH2:9][C:10]1[N:11]=[CH:12][C:13]([C:16]2[C:17]([F:27])=[C:18]([OH:26])[C:19]([CH:22]3[CH2:25][CH2:24][CH2:23]3)=[CH:20][CH:21]=2)=[N:14][CH:15]=1.C([O-])([O-])=O.[Cs+].[Cs+].CN(C=O)C. Product: [NH2:9][C:10]1[N:11]=[CH:12][C:13]([C:16]2[C:17]([F:27])=[C:18]([C:19]([CH:22]3[CH2:25][CH2:24][CH2:23]3)=[CH:20][CH:21]=2)[O:26][CH2:2][CH2:3][NH:4][S:5]([CH3:8])(=[O:7])=[O:6])=[N:14][CH:15]=1. The catalyst class is: 6. (2) Reactant: [NH2:1][C:2]1[CH:3]=[C:4]([C:9]2[C:10]([CH3:30])=[N:11][C:12]3[C:17]([CH:18]=2)=[CH:16][N:15]=[C:14]([N:19]([CH2:21][C:22]2[CH:27]=[CH:26][C:25]([O:28][CH3:29])=[CH:24][CH:23]=2)[CH3:20])[CH:13]=3)[CH:5]=[CH:6][C:7]=1[F:8].C([O-])(O)=O.[Na+].Cl[C:37]([O:39][C:40]([CH3:42])=[CH2:41])=[O:38]. Product: [CH2:41]=[C:40]([O:39][C:37](=[O:38])[NH:1][C:2]1[CH:3]=[C:4]([C:9]2[C:10]([CH3:30])=[N:11][C:12]3[C:17]([CH:18]=2)=[CH:16][N:15]=[C:14]([N:19]([CH2:21][C:22]2[CH:23]=[CH:24][C:25]([O:28][CH3:29])=[CH:26][CH:27]=2)[CH3:20])[CH:13]=3)[CH:5]=[CH:6][C:7]=1[F:8])[CH3:42]. The catalyst class is: 25.